Dataset: Reaction yield outcomes from USPTO patents with 853,638 reactions. Task: Predict the reaction yield, written as a fraction of the theoretical maximum amount of product (1.0 means a 100% yield; for example, 0.34 means a 34% yield). (1) The reactants are [C:1]1([NH:7][C:8]([C:10]2[O:11][CH2:12][CH2:13][C:14]=2[C:15](=[N:21][NH:22][C:23]2[CH:28]=[CH:27][CH:26]=[CH:25][CH:24]=2)[C:16]([O:18][CH2:19][CH3:20])=[O:17])=[O:9])[CH:6]=[CH:5][CH:4]=[CH:3][CH:2]=1.Cl. The catalyst is CCOC(C)=O.CCO. The product is [OH:11][CH2:12][CH2:13][C:14]1[C:15]([C:16]([O:18][CH2:19][CH3:20])=[O:17])=[N:21][N:22]([C:23]2[CH:28]=[CH:27][CH:26]=[CH:25][CH:24]=2)[C:10]=1[C:8](=[O:9])[NH:7][C:1]1[CH:6]=[CH:5][CH:4]=[CH:3][CH:2]=1. The yield is 0.800. (2) The reactants are [CH2:1]([S:8][CH:9](/[CH:34]=[N:35]/O)[CH2:10][NH:11][C:12]([C:14]1[NH:15][C:16]2[C:21]([CH:22]=1)=[CH:20][C:19]([CH3:23])=[CH:18][C:17]=2[N:24]([CH3:33])[S:25]([C:28]1[S:29][CH:30]=[CH:31][CH:32]=1)(=[O:27])=[O:26])=[O:13])[C:2]1[CH:7]=[CH:6][CH:5]=[CH:4][CH:3]=1.N1C(Cl)=NC(Cl)=NC=1Cl.Cl. The catalyst is CN(C)C=O. The product is [CH2:1]([S:8][CH:9]([C:34]#[N:35])[CH2:10][NH:11][C:12]([C:14]1[NH:15][C:16]2[C:21]([CH:22]=1)=[CH:20][C:19]([CH3:23])=[CH:18][C:17]=2[N:24]([CH3:33])[S:25]([C:28]1[S:29][CH:30]=[CH:31][CH:32]=1)(=[O:27])=[O:26])=[O:13])[C:2]1[CH:3]=[CH:4][CH:5]=[CH:6][CH:7]=1. The yield is 0.880.